Dataset: Forward reaction prediction with 1.9M reactions from USPTO patents (1976-2016). Task: Predict the product of the given reaction. (1) Given the reactants [OH:1][C:2]([CH3:24])([CH3:23])[CH2:3][C@@:4]1([C:17]2[CH:22]=[CH:21][CH:20]=[CH:19][CH:18]=2)[O:9][C:8](=[O:10])[N:7]([C@H:11]2[CH2:16][CH2:15][CH2:14][NH:13][CH2:12]2)[CH2:6][CH2:5]1.[Cl:25][C:26]1[CH:31]=[C:30](Cl)[N:29]=[N:28][C:27]=1[CH3:33], predict the reaction product. The product is: [Cl:25][C:26]1[CH:31]=[C:30]([N:13]2[CH2:14][CH2:15][CH2:16][C@H:11]([N:7]3[CH2:6][CH2:5][C@:4]([CH2:3][C:2]([OH:1])([CH3:24])[CH3:23])([C:17]4[CH:18]=[CH:19][CH:20]=[CH:21][CH:22]=4)[O:9][C:8]3=[O:10])[CH2:12]2)[N:29]=[N:28][C:27]=1[CH3:33]. (2) Given the reactants C(OC(=O)[NH:7][CH2:8][C:9]([N:11]1[CH2:20][CH2:19][C:18]2[C:13](=[C:14]([N:23]3[CH2:28][CH2:27][N:26]([CH3:29])[CH2:25][CH2:24]3)[CH:15]=[CH:16][C:17]=2[O:21][CH3:22])[CH2:12]1)=[O:10])(C)(C)C.C(O)(C(F)(F)F)=O, predict the reaction product. The product is: [NH2:7][CH2:8][C:9]([N:11]1[CH2:20][CH2:19][C:18]2[C:13](=[C:14]([N:23]3[CH2:24][CH2:25][N:26]([CH3:29])[CH2:27][CH2:28]3)[CH:15]=[CH:16][C:17]=2[O:21][CH3:22])[CH2:12]1)=[O:10]. (3) Given the reactants C[O:2][C:3](=O)[C:4]1[CH:9]=[C:8]([C:10]2[N:11]=[N:12][N:13]([CH3:15])[CH:14]=2)[C:7]([C:16]([F:19])([F:18])[F:17])=[CH:6][C:5]=1[NH:20][C:21]([O:23]C1C=CC(Cl)=CC=1)=O.CCN(C(C)C)C(C)C.[CH3:41][S:42]([NH:45][NH2:46])(=[O:44])=[O:43], predict the reaction product. The product is: [CH3:15][N:13]1[CH:14]=[C:10]([C:8]2[CH:9]=[C:4]3[C:5](=[CH:6][C:7]=2[C:16]([F:19])([F:18])[F:17])[NH:20][C:21](=[O:23])[N:46]([NH:45][S:42]([CH3:41])(=[O:44])=[O:43])[C:3]3=[O:2])[N:11]=[N:12]1. (4) Given the reactants C(OC([N:8]1[CH2:12][CH2:11][C@H:10]([O:13][Si](C(C)(C)C)(C)C)[C@H:9]1[C:21](=[O:35])[NH:22][C:23]1[C:32]2[C:27](=[CH:28][CH:29]=[CH:30][CH:31]=2)[C:26]([C:33]#[N:34])=[CH:25][CH:24]=1)=O)(C)(C)C, predict the reaction product. The product is: [C:33]([C:26]1[C:27]2[C:32](=[CH:31][CH:30]=[CH:29][CH:28]=2)[C:23]([NH:22][C:21]([C@@H:9]2[C@@H:10]([OH:13])[CH2:11][CH2:12][NH:8]2)=[O:35])=[CH:24][CH:25]=1)#[N:34]. (5) Given the reactants Br.[Br:2][CH2:3][CH2:4][CH2:5][NH2:6].[C:7](O[C:7]([O:9][C:10]([CH3:13])([CH3:12])[CH3:11])=[O:8])([O:9][C:10]([CH3:13])([CH3:12])[CH3:11])=[O:8].C(N(CC)CC)C, predict the reaction product. The product is: [Br:2][CH2:3][CH2:4][CH2:5][NH:6][C:7](=[O:8])[O:9][C:10]([CH3:13])([CH3:12])[CH3:11].